Regression. Given two drug SMILES strings and cell line genomic features, predict the synergy score measuring deviation from expected non-interaction effect. From a dataset of NCI-60 drug combinations with 297,098 pairs across 59 cell lines. Drug 1: CC(C)CN1C=NC2=C1C3=CC=CC=C3N=C2N. Drug 2: CCC1(C2=C(COC1=O)C(=O)N3CC4=CC5=C(C=CC(=C5CN(C)C)O)N=C4C3=C2)O.Cl. Cell line: EKVX. Synergy scores: CSS=1.21, Synergy_ZIP=1.10, Synergy_Bliss=1.78, Synergy_Loewe=-9.23, Synergy_HSA=-6.19.